From a dataset of Reaction yield outcomes from USPTO patents with 853,638 reactions. Predict the reaction yield, written as a fraction of the theoretical maximum amount of product (1.0 means a 100% yield; for example, 0.34 means a 34% yield). (1) The reactants are [OH:1][C:2]1[CH:9]=[C:8]([O:10][CH3:11])[CH:7]=[CH:6][C:3]=1[CH:4]=[O:5].[Br:12]Br. The catalyst is ClCCl. The product is [Br:12][C:7]1[C:8]([O:10][CH3:11])=[CH:9][C:2]([OH:1])=[C:3]([CH:6]=1)[CH:4]=[O:5]. The yield is 0.800. (2) The reactants are [O:1]1[C:5]2[CH:6]=[CH:7][C:8]([C:10]3[CH:15]=[CH:14][C:13]([C:16]4[N:21]=[C:20]([O:22][CH2:23][CH2:24][CH2:25][CH2:26][CH2:27][O:28][C:29]5[CH:34]=[CH:33][CH:32]=[CH:31][C:30]=5[CH2:35][CH:36]([NH:40]C(OC(C)(C)C)=O)[C:37]([OH:39])=[O:38])[CH:19]=[CH:18][CH:17]=4)=[CH:12][CH:11]=3)=[CH:9][C:4]=2[O:3][CH2:2]1.FC(F)(F)C(O)=O. The catalyst is C(Cl)Cl. The product is [NH2:40][CH:36]([CH2:35][C:30]1[CH:31]=[CH:32][CH:33]=[CH:34][C:29]=1[O:28][CH2:27][CH2:26][CH2:25][CH2:24][CH2:23][O:22][C:20]1[CH:19]=[CH:18][CH:17]=[C:16]([C:13]2[CH:12]=[CH:11][C:10]([C:8]3[CH:7]=[CH:6][C:5]4[O:1][CH2:2][O:3][C:4]=4[CH:9]=3)=[CH:15][CH:14]=2)[N:21]=1)[C:37]([OH:39])=[O:38]. The yield is 1.00.